Dataset: Catalyst prediction with 721,799 reactions and 888 catalyst types from USPTO. Task: Predict which catalyst facilitates the given reaction. (1) Reactant: [CH2:1]([O:4][C:5]1[CH:18]=[CH:17][C:16]2[O:15][C:14]3[C:9](=[CH:10][C:11]([C:19]4[CH:20]=[N:21][CH:22]=[N:23][CH:24]=4)=[CH:12][CH:13]=3)[C:8]3([CH2:28][O:27][C:26]([NH2:29])=[N:25]3)[C:7]=2[CH:6]=1)[CH2:2][CH3:3].C(=O)=O. Product: [CH2:1]([O:4][C:5]1[CH:18]=[CH:17][C:16]2[O:15][C:14]3[C:9](=[CH:10][C:11]([C:19]4[CH:20]=[N:21][CH:22]=[N:23][CH:24]=4)=[CH:12][CH:13]=3)[C@:8]3([CH2:28][O:27][C:26]([NH2:29])=[N:25]3)[C:7]=2[CH:6]=1)[CH2:2][CH3:3]. The catalyst class is: 5. (2) Reactant: [O:1]=[C:2]1[C:11]2[CH:10]=[C:9]([O:12][CH:13]([CH3:15])[CH3:14])[CH:8]=[C:7]([C:16]([O:18]C)=[O:17])[C:6]=2[CH2:5][CH2:4][NH:3]1.[OH-].[Na+]. Product: [O:1]=[C:2]1[C:11]2[CH:10]=[C:9]([O:12][CH:13]([CH3:14])[CH3:15])[CH:8]=[C:7]([C:16]([OH:18])=[O:17])[C:6]=2[CH2:5][CH2:4][NH:3]1. The catalyst class is: 5.